This data is from Forward reaction prediction with 1.9M reactions from USPTO patents (1976-2016). The task is: Predict the product of the given reaction. (1) Given the reactants [NH2:1][C:2]1[CH:7]=[CH:6][C:5]([CH3:8])=[CH:4][C:3]=1[OH:9].Br[CH2:11][C:12]([C:14]1[CH:23]=[CH:22][C:17]([C:18]([O:20][CH3:21])=[O:19])=[CH:16][CH:15]=1)=O, predict the reaction product. The product is: [CH3:8][C:5]1[CH:6]=[CH:7][C:2]2[N:1]=[C:12]([C:14]3[CH:23]=[CH:22][C:17]([C:18]([O:20][CH3:21])=[O:19])=[CH:16][CH:15]=3)[CH2:11][O:9][C:3]=2[CH:4]=1. (2) The product is: [CH2:12]([CH:6]1[C:5]2[C:10](=[CH:11][C:2]([NH:1][C:8]([O:7][CH2:6][CH3:5])=[O:9])=[CH:3][CH:4]=2)[C:8](=[O:9])[O:7]1)[CH2:13][CH2:14][CH3:15]. Given the reactants [NH2:1][C:2]1[CH:11]=[C:10]2[C:5]([CH:6]([CH2:12][CH2:13][CH2:14][CH3:15])[O:7][C:8]2=[O:9])=[CH:4][CH:3]=1, predict the reaction product. (3) Given the reactants Br[CH2:2][C:3]1[C:12]([Cl:13])=[N:11][CH:10]=[CH:9][C:4]=1[C:5]([O:7]C)=O.Cl.[Cl:15][C:16]1[CH:17]=[C:18]([CH:28]([NH2:30])[CH3:29])[CH:19]=[CH:20][C:21]=1[O:22][CH2:23][C:24]([F:27])([F:26])[F:25], predict the reaction product. The product is: [Cl:13][C:12]1[C:3]2[CH2:2][N:30]([CH:28]([C:18]3[CH:19]=[CH:20][C:21]([O:22][CH2:23][C:24]([F:25])([F:26])[F:27])=[C:16]([Cl:15])[CH:17]=3)[CH3:29])[C:5](=[O:7])[C:4]=2[CH:9]=[CH:10][N:11]=1. (4) Given the reactants [CH3:1][C@H:2]1[CH2:7][O:6][CH2:5][CH2:4][N:3]1[C:8]1[CH:13]=[CH:12][C:11]([N+:14]([O-])=O)=[CH:10][N:9]=1, predict the reaction product. The product is: [CH3:1][C@H:2]1[CH2:7][O:6][CH2:5][CH2:4][N:3]1[C:8]1[N:9]=[CH:10][C:11]([NH2:14])=[CH:12][CH:13]=1.